This data is from Catalyst prediction with 721,799 reactions and 888 catalyst types from USPTO. The task is: Predict which catalyst facilitates the given reaction. (1) Reactant: [C:1]([O:5][C:6]([N:8]([C:47]([O:49][C:50]([CH3:53])([CH3:52])[CH3:51])=[O:48])[C:9]1[N:10]=[CH:11][C:12]([N:36]2[CH2:41][C@H:40]3[C@H:38]([CH:39]3[C:42]([O:44]CC)=[O:43])[CH2:37]2)=[N:13][C:14]=1[C:15]1[O:16][C:17]([C:20]2[CH:25]=[CH:24][C:23]([CH2:26][N:27]([C:29]([O:31][C:32]([CH3:35])([CH3:34])[CH3:33])=[O:30])[CH3:28])=[CH:22][CH:21]=2)=[N:18][N:19]=1)=[O:7])([CH3:4])([CH3:3])[CH3:2].C1COCC1.[OH-].[Na+]. Product: [C:1]([O:5][C:6]([N:8]([C:47]([O:49][C:50]([CH3:53])([CH3:52])[CH3:51])=[O:48])[C:9]1[N:10]=[CH:11][C:12]([N:36]2[CH2:41][C@H:40]3[C@H:38]([CH:39]3[C:42]([OH:44])=[O:43])[CH2:37]2)=[N:13][C:14]=1[C:15]1[O:16][C:17]([C:20]2[CH:25]=[CH:24][C:23]([CH2:26][N:27]([C:29]([O:31][C:32]([CH3:35])([CH3:34])[CH3:33])=[O:30])[CH3:28])=[CH:22][CH:21]=2)=[N:18][N:19]=1)=[O:7])([CH3:2])([CH3:3])[CH3:4]. The catalyst class is: 5. (2) Reactant: [NH2:1][CH2:2][C:3]([NH:5][CH2:6][C:7]([NH:9][CH2:10][C:11]([OH:13])=[O:12])=[O:8])=[O:4].FC1C([O:21][C:22](=O)[CH2:23][S:24][C:25](=[O:27])[CH3:26])=C(F)C(F)=C(F)C=1F.CCN(C(C)C)C(C)C. Product: [C:25]([S:24][CH2:23][C:22]([NH:1][CH2:2][C:3]([NH:5][CH2:6][C:7]([NH:9][CH2:10][C:11]([OH:13])=[O:12])=[O:8])=[O:4])=[O:21])(=[O:27])[CH3:26]. The catalyst class is: 18. (3) Reactant: [H-].[Al+3].[Li+].[H-].[H-].[H-].[N+:7]([C:10]1[CH:21]=[CH:20][C:13]([CH2:14][CH:15]([C:17](O)=[O:18])[NH2:16])=[CH:12][CH:11]=1)([O-:9])=[O:8].O.[OH-].[Na+]. Product: [NH2:16][CH:15]([CH2:14][C:13]1[CH:20]=[CH:21][C:10]([N+:7]([O-:9])=[O:8])=[CH:11][CH:12]=1)[CH2:17][OH:18]. The catalyst class is: 7. (4) Reactant: [NH2:1][C:2]1[CH:7]=[CH:6][C:5]([CH2:8][C:9]([O:11][CH2:12][CH3:13])=[O:10])=[C:4]([Cl:14])[CH:3]=1.C(N(CC)CC)C.Cl[C:23](Cl)([O:25]C(=O)OC(Cl)(Cl)Cl)Cl.[O:34]1[CH2:38][CH2:37][CH:36]([O:39][C:40]2[CH:41]=[C:42]([CH:44]=[CH:45][CH:46]=2)[NH2:43])[CH2:35]1. Product: [Cl:14][C:4]1[CH:3]=[C:2]([NH:1][C:23]([NH:43][C:42]2[CH:44]=[CH:45][CH:46]=[C:40]([O:39][CH:36]3[CH2:37][CH2:38][O:34][CH2:35]3)[CH:41]=2)=[O:25])[CH:7]=[CH:6][C:5]=1[CH2:8][C:9]([O:11][CH2:12][CH3:13])=[O:10]. The catalyst class is: 4. (5) Product: [Br:16][C:17]([F:19])([F:18])[O:1][C:2]1[CH:3]=[CH:4][C:5]([CH3:13])=[C:6]([CH:12]=1)[C:7]([O:9][CH2:10][CH3:11])=[O:8]. The catalyst class is: 9. Reactant: [OH:1][C:2]1[CH:3]=[CH:4][C:5]([CH3:13])=[C:6]([CH:12]=1)[C:7]([O:9][CH2:10][CH3:11])=[O:8].[H-].[Na+].[Br:16][C:17](Br)([F:19])[F:18]. (6) Reactant: C([Li])CCC.N12CCN(CC1)CC2.[Cl:14][C:15]1[CH:16]=[N:17][CH:18]=[C:19]([Cl:21])[CH:20]=1.CN(C)[CH:24]=[O:25]. Product: [Cl:14][C:15]1[C:16]([CH:24]=[O:25])=[N:17][CH:18]=[C:19]([Cl:21])[CH:20]=1. The catalyst class is: 280.